From a dataset of Reaction yield outcomes from USPTO patents with 853,638 reactions. Predict the reaction yield, written as a fraction of the theoretical maximum amount of product (1.0 means a 100% yield; for example, 0.34 means a 34% yield). (1) The reactants are [Al+3].[Cl-].[Cl-].[Cl-].[Br:5][C:6]1[CH:14]=[CH:13][C:9]([C:10](Cl)=[O:11])=[CH:8][C:7]=1[CH3:15].O.[C:17]1([O:23][CH3:24])[CH:22]=[CH:21][CH:20]=[CH:19][CH:18]=1. No catalyst specified. The product is [Br:5][C:6]1[CH:14]=[CH:13][C:9]([C:10]([C:20]2[CH:21]=[CH:22][C:17]([O:23][CH3:24])=[CH:18][CH:19]=2)=[O:11])=[CH:8][C:7]=1[CH3:15]. The yield is 0.930. (2) The reactants are [CH:1]1([C:7]2([CH3:10])[CH2:9][O:8]2)[CH2:6][CH2:5][CH2:4][CH2:3][CH2:2]1.[N-]=[N+]=[N-].[Na+]. No catalyst specified. The product is [CH:1]1([C@@:7]2([CH3:10])[CH2:9][O:8]2)[CH2:6][CH2:5][CH2:4][CH2:3][CH2:2]1. The yield is 0.510. (3) The reactants are [CH3:1][C:2]1([OH:9])[CH2:4][CH:3]1[Si:5](C)(C)[CH3:6].[CH3:10][C:11]1(O)[CH2:13][CH:12]1[Si](C)(C)CC.[CH3:20][S:21](Cl)(=[O:23])=[O:22].C([O-])(O)=O.[Na+]. The catalyst is ClCCl.C(N(CC)CC)C. The product is [CH3:1][C:2]1([O:9][S:21]([CH3:20])(=[O:23])=[O:22])[CH2:4][CH:3]1[SiH2:5][CH2:6][C:11]([CH3:13])([CH3:12])[CH3:10]. The yield is 0.740. (4) The yield is 0.580. The catalyst is CO. The product is [C:1]([C:4]1[CH:5]=[CH:6][C:7]([C:10]2[C:19]([N:20]([CH:22]([CH3:24])[CH3:23])[CH3:21])=[N:18][C:17]3[C:12](=[CH:13][CH:14]=[C:15]([C:25]([OH:27])=[O:26])[CH:16]=3)[N:11]=2)=[CH:8][CH:9]=1)(=[O:3])[NH2:2]. The reactants are [C:1]([C:4]1[CH:9]=[CH:8][C:7]([C:10]2[C:19]([N:20]([CH:22]([CH3:24])[CH3:23])[CH3:21])=[N:18][C:17]3[C:12](=[CH:13][CH:14]=[C:15]([C:25]([O:27]C)=[O:26])[CH:16]=3)[N:11]=2)=[CH:6][CH:5]=1)(=[O:3])[NH2:2].[OH-].[Na+].O.